From a dataset of Peptide-MHC class II binding affinity with 134,281 pairs from IEDB. Regression. Given a peptide amino acid sequence and an MHC pseudo amino acid sequence, predict their binding affinity value. This is MHC class II binding data. (1) The peptide sequence is AFKEAATAANAAPAN. The MHC is HLA-DPA10201-DPB11401 with pseudo-sequence HLA-DPA10201-DPB11401. The binding affinity (normalized) is 0.490. (2) The peptide sequence is NLYKLHGGHVSCRVK. The MHC is HLA-DQA10501-DQB10402 with pseudo-sequence HLA-DQA10501-DQB10402. The binding affinity (normalized) is 0.588. (3) The peptide sequence is QVGGNRELYIGDLRT. The MHC is DRB1_0101 with pseudo-sequence DRB1_0101. The binding affinity (normalized) is 0.350. (4) The peptide sequence is LALGNQEGSLKTALT. The MHC is DRB1_0401 with pseudo-sequence DRB1_0401. The binding affinity (normalized) is 0.112. (5) The peptide sequence is EFVTLAAKFIIEEDS. The MHC is DRB1_0802 with pseudo-sequence DRB1_0802. The binding affinity (normalized) is 0.583. (6) The peptide sequence is LKCRLKMDKLELKGM. The MHC is DRB1_0701 with pseudo-sequence DRB1_0701. The binding affinity (normalized) is 0.290. (7) The peptide sequence is ECYVQRFHLIKNTFG. The MHC is DRB1_1302 with pseudo-sequence DRB1_1302. The binding affinity (normalized) is 0. (8) The MHC is HLA-DQA10201-DQB10301 with pseudo-sequence HLA-DQA10201-DQB10301. The peptide sequence is YSDRGWGNGCGLFGK. The binding affinity (normalized) is 0. (9) The MHC is HLA-DQA10201-DQB10402 with pseudo-sequence HLA-DQA10201-DQB10402. The binding affinity (normalized) is 0.412. The peptide sequence is SASVLSFMDKGIPFM. (10) The peptide sequence is GCSSALGSGPYGALG. The MHC is DRB3_0301 with pseudo-sequence DRB3_0301. The binding affinity (normalized) is 0.317.